From a dataset of Reaction yield outcomes from USPTO patents with 853,638 reactions. Predict the reaction yield, written as a fraction of the theoretical maximum amount of product (1.0 means a 100% yield; for example, 0.34 means a 34% yield). The reactants are [S:1]1[C:5]([CH2:6][O:7][C:8]([NH:10][C@H:11]([CH2:33][C:34]2[CH:39]=[CH:38][CH:37]=[CH:36][CH:35]=2)[CH2:12][NH:13][CH2:14][C@H:15]([NH:23][C:24]([O:26][CH2:27][C:28]2[S:32][CH:31]=[N:30][CH:29]=2)=[O:25])[CH2:16][C:17]2[CH:22]=[CH:21][CH:20]=[CH:19][CH:18]=2)=[O:9])=[CH:4][N:3]=[CH:2]1.[CH3:40][CH:41]([CH3:44])[CH:42]=O.C(O)(=O)C.C(O[BH-](OC(=O)C)OC(=O)C)(=O)C.[Na+]. No catalyst specified. The product is [CH3:40][CH:41]([CH3:44])[CH2:42][N:13]([CH2:14][C@H:15]([NH:23][C:24]([O:26][CH2:27][C:28]1[S:32][CH:31]=[N:30][CH:29]=1)=[O:25])[CH2:16][C:17]1[CH:18]=[CH:19][CH:20]=[CH:21][CH:22]=1)[CH2:12][C@H:11]([NH:10][C:8]([O:7][CH2:6][C:5]1[S:1][CH:2]=[N:3][CH:4]=1)=[O:9])[CH2:33][C:34]1[CH:39]=[CH:38][CH:37]=[CH:36][CH:35]=1. The yield is 0.440.